From a dataset of Forward reaction prediction with 1.9M reactions from USPTO patents (1976-2016). Predict the product of the given reaction. (1) Given the reactants C[O:2][C:3](=[O:22])[CH2:4][CH2:5][C:6]1[CH:11]=[C:10]([C@@H:12]2[CH2:16][CH2:15][C:14](=O)[CH2:13]2)[CH:9]=[CH:8][C:7]=1[C:18]([F:21])([F:20])[F:19].[C:23]1([C@H:33]([NH2:35])[CH3:34])[C:32]2[C:27](=[CH:28][CH:29]=[CH:30][CH:31]=2)[CH:26]=[CH:25][CH:24]=1, predict the reaction product. The product is: [C:23]1([C@H:33]([NH:35][CH:14]2[CH2:15][CH2:16][C@@H:12]([C:10]3[CH:9]=[CH:8][C:7]([C:18]([F:19])([F:21])[F:20])=[C:6]([CH2:5][CH2:4][C:3]([OH:2])=[O:22])[CH:11]=3)[CH2:13]2)[CH3:34])[C:32]2[C:27](=[CH:28][CH:29]=[CH:30][CH:31]=2)[CH:26]=[CH:25][CH:24]=1. (2) Given the reactants [NH2:1][C:2]1[N:7]=[CH:6][N:5]=[C:4]2[N:8]([CH:20]([C:22]3[O:23][C:24]4[C:29]([C:30](=[O:39])[C:31]=3[C:32]3[CH:37]=[CH:36][CH:35]=[C:34]([F:38])[CH:33]=3)=[CH:28][CH:27]=[CH:26][CH:25]=4)[CH3:21])[N:9]=[C:10]([C:11]3[CH:16]=[C:15]([O:17]C)[CH:14]=[CH:13][C:12]=3[Cl:19])[C:3]=12, predict the reaction product. The product is: [NH2:1][C:2]1[N:7]=[CH:6][N:5]=[C:4]2[N:8]([CH:20]([C:22]3[O:23][C:24]4[C:29]([C:30](=[O:39])[C:31]=3[C:32]3[CH:37]=[CH:36][CH:35]=[C:34]([F:38])[CH:33]=3)=[CH:28][CH:27]=[CH:26][CH:25]=4)[CH3:21])[N:9]=[C:10]([C:11]3[CH:16]=[C:15]([OH:17])[CH:14]=[CH:13][C:12]=3[Cl:19])[C:3]=12. (3) Given the reactants [C:1]([C:4]1[CH:12]=[CH:11][C:7](C(O)=O)=[CH:6][CH:5]=1)(=O)[CH3:2].[CH2:13]([Cl:16])CCl.C1C=CC2N([OH:26])N=NC=2C=1.CCN(C(C)C)C(C)C, predict the reaction product. The product is: [C:13]([Cl:16])(=[O:26])[CH2:2][CH2:1][C:4]1[CH:5]=[CH:6][CH:7]=[CH:11][CH:12]=1. (4) Given the reactants C(O[C:6]([N:8]1[CH2:13][CH2:12][N:11]([CH2:14][CH2:15][NH:16][C@:17]23[CH2:51][CH2:50][C@@H:49]([C:52]([CH3:54])=[CH2:53])[C@@H:18]2[C@@H:19]2[C@@:32]([CH3:35])([CH2:33][CH2:34]3)[C@@:31]3([CH3:36])[C@@H:22]([C@:23]4([CH3:48])[C@@H:28]([CH2:29][CH2:30]3)[C:27]([CH3:38])([CH3:37])[C:26]([C:39]3[CH:47]=[CH:46][C:42]([C:43]([OH:45])=[O:44])=[CH:41][CH:40]=3)=[CH:25][CH2:24]4)[CH2:21][CH2:20]2)[CH2:10][CH2:9]1)=O)(C)(C)C.CN1CCNCC1, predict the reaction product. The product is: [CH3:35][C@:32]12[C@@:31]3([CH3:36])[C@@H:22]([C@:23]4([CH3:48])[C@@H:28]([CH2:29][CH2:30]3)[C:27]([CH3:37])([CH3:38])[C:26]([C:39]3[CH:40]=[CH:41][C:42]([C:43]([OH:45])=[O:44])=[CH:46][CH:47]=3)=[CH:25][CH2:24]4)[CH2:21][CH2:20][C@@H:19]1[C@H:18]1[C@H:49]([C:52]([CH3:54])=[CH2:53])[CH2:50][CH2:51][C@:17]1([NH:16][CH2:15][CH2:14][N:11]1[CH2:10][CH2:9][N:8]([CH3:6])[CH2:13][CH2:12]1)[CH2:34][CH2:33]2. (5) Given the reactants [Cl:1][C:2]1[N:7]=[C:6]([NH:8][CH2:9][C:10]([CH3:13])([CH3:12])[CH3:11])[CH:5]=[CH:4][N:3]=1.[Br:14][CH2:15][C:16]1[CH:21]=[CH:20][C:19]([CH2:22]Br)=[CH:18][CH:17]=1.[H-].[Na+].O, predict the reaction product. The product is: [Br:14][CH2:15][C:16]1[CH:21]=[CH:20][C:19]([CH2:22][N:8]([C:6]2[CH:5]=[CH:4][N:3]=[C:2]([Cl:1])[N:7]=2)[CH2:9][C:10]([CH3:13])([CH3:12])[CH3:11])=[CH:18][CH:17]=1. (6) Given the reactants FC(F)(F)C(O)=O.[Br:8][C:9]1[N:10]=[C:11]([C:30]2[O:34][N:33]=[C:32]([C:35]3[CH:40]=[CH:39][C:38]([CH2:41][Cl:42])=[CH:37][CH:36]=3)[CH:31]=2)[C:12]([N:15](C(OC(C)(C)C)=O)C(=O)OC(C)(C)C)=[N:13][CH:14]=1, predict the reaction product. The product is: [Br:8][C:9]1[N:10]=[C:11]([C:30]2[O:34][N:33]=[C:32]([C:35]3[CH:40]=[CH:39][C:38]([CH2:41][Cl:42])=[CH:37][CH:36]=3)[CH:31]=2)[C:12]([NH2:15])=[N:13][CH:14]=1. (7) Given the reactants [CH2:1]([N:4]([C:10]([O:12][CH2:13][C:14]1[CH:19]=[CH:18][CH:17]=[CH:16][CH:15]=1)=[O:11])[CH2:5][CH2:6][C:7]([OH:9])=O)[CH:2]=[CH2:3].CCN(C(C)C)C(C)C.CN(C(ON1N=NC2C=CC=NC1=2)=[N+](C)C)C.F[P-](F)(F)(F)(F)F.[CH2:53]([C@@H:60]1[CH2:64][O:63][C:62](=[O:65])[NH:61]1)[C:54]1[CH:59]=[CH:58][CH:57]=[CH:56][CH:55]=1, predict the reaction product. The product is: [CH2:1]([N:4]([CH2:5][CH2:6][C:7]([N:61]1[C@H:60]([CH2:53][C:54]2[CH:59]=[CH:58][CH:57]=[CH:56][CH:55]=2)[CH2:64][O:63][C:62]1=[O:65])=[O:9])[C:10](=[O:11])[O:12][CH2:13][C:14]1[CH:19]=[CH:18][CH:17]=[CH:16][CH:15]=1)[CH:2]=[CH2:3]. (8) Given the reactants [NH2:1][C:2]1[CH:3]=[CH:4][C:5]([N:8]([CH2:16][CH2:17][N:18]2[C:22]([NH:23][C:24]([C:37]3[CH:42]=[CH:41][CH:40]=[CH:39][CH:38]=3)([C:31]3[CH:36]=[CH:35][CH:34]=[CH:33][CH:32]=3)[C:25]3[CH:30]=[CH:29][CH:28]=[CH:27][CH:26]=3)=[CH:21][CH:20]=[N:19]2)[C:9](=[O:15])[O:10][C:11]([CH3:14])([CH3:13])[CH3:12])=[N:6][CH:7]=1.[Cl:43][C:44]1[CH:52]=[CH:51][C:47]([C:48](O)=[O:49])=[C:46]([N:53]([CH3:55])[CH3:54])[CH:45]=1.ON1C2C=CC=CC=2N=N1.Cl.CN(C)CCCN=C=NCC, predict the reaction product. The product is: [Cl:43][C:44]1[CH:52]=[CH:51][C:47]([C:48]([NH:1][C:2]2[CH:3]=[CH:4][C:5]([N:8]([CH2:16][CH2:17][N:18]3[C:22]([NH:23][C:24]([C:37]4[CH:42]=[CH:41][CH:40]=[CH:39][CH:38]=4)([C:31]4[CH:32]=[CH:33][CH:34]=[CH:35][CH:36]=4)[C:25]4[CH:26]=[CH:27][CH:28]=[CH:29][CH:30]=4)=[CH:21][CH:20]=[N:19]3)[C:9](=[O:15])[O:10][C:11]([CH3:12])([CH3:13])[CH3:14])=[N:6][CH:7]=2)=[O:49])=[C:46]([N:53]([CH3:55])[CH3:54])[CH:45]=1. (9) Given the reactants C(OC([N:8]1[CH2:13][CH2:12][N:11]([C:14]2[C:19](C(F)(F)F)=[CH:18][C:17]([CH2:24][OH:25])=[CH:16][N:15]=2)[CH2:10][C@H:9]1[CH3:26])=O)(C)(C)C.FC(F)(F)C(O)=O.[Cl:34]CCl, predict the reaction product. The product is: [Cl:34][C:19]1[CH:18]=[C:17]([CH2:24][OH:25])[CH:16]=[N:15][C:14]=1[N:11]1[CH2:12][CH2:13][NH:8][C@H:9]([CH3:26])[CH2:10]1.